This data is from Forward reaction prediction with 1.9M reactions from USPTO patents (1976-2016). The task is: Predict the product of the given reaction. Given the reactants [CH:1]([C:3]1[CH:12]=[CH:11][C:10]2[C:5](=[CH:6][CH:7]=[CH:8][CH:9]=2)[N:4]=1)=[CH2:2].[Br:13][C:14]1[N:19]2[C:20](=[O:23])[NH:21][N:22]=[C:18]2[CH:17]=[CH:16][CH:15]=1.[OH-].[K+], predict the reaction product. The product is: [Br:13][C:14]1[N:19]2[C:20](=[O:23])[N:21]([CH2:2][CH2:1][C:3]3[CH:12]=[CH:11][C:10]4[C:5](=[CH:6][CH:7]=[CH:8][CH:9]=4)[N:4]=3)[N:22]=[C:18]2[CH:17]=[CH:16][CH:15]=1.